This data is from Reaction yield outcomes from USPTO patents with 853,638 reactions. The task is: Predict the reaction yield, written as a fraction of the theoretical maximum amount of product (1.0 means a 100% yield; for example, 0.34 means a 34% yield). The reactants are C(OC([N:8]([C:25]1[CH:30]=[CH:29][N:28]=[C:27](Cl)[N:26]=1)[C:9]1[CH:10]=[C:11]2[C:15](=[CH:16][CH:17]=1)[N:14](C(OC(C)(C)C)=O)[N:13]=[CH:12]2)=O)(C)(C)C.C([O-])([O-])=O.[Na+].[Na+].CC(OC(OC(OC(C)(C)C)=O)=O)(C)C.[CH3:53][N:54]([CH3:73])[C:55](=[O:72])[O:56][C:57]1[CH:62]=[CH:61][CH:60]=[C:59](B2OC(C)(C)C(C)(C)O2)[CH:58]=1. The catalyst is CCO.O.Cl[Pd](Cl)([P](C1C=CC=CC=1)(C1C=CC=CC=1)C1C=CC=CC=1)[P](C1C=CC=CC=1)(C1C=CC=CC=1)C1C=CC=CC=1. The product is [CH3:53][N:54]([CH3:73])[C:55](=[O:72])[O:56][C:57]1[CH:58]=[CH:59][CH:60]=[C:61]([C:27]2[N:26]=[C:25]([NH:8][C:9]3[CH:10]=[C:11]4[C:15](=[CH:16][CH:17]=3)[NH:14][N:13]=[CH:12]4)[CH:30]=[CH:29][N:28]=2)[CH:62]=1. The yield is 0.370.